Dataset: KCNQ2 potassium channel screen with 302,405 compounds. Task: Binary Classification. Given a drug SMILES string, predict its activity (active/inactive) in a high-throughput screening assay against a specified biological target. (1) The molecule is S1\C(C(=O)N(CCC(O)=O)C1=S)=C/c1[nH]c2c(n1)cccc2. The result is 0 (inactive). (2) The compound is S(=O)(=O)(N1CCN(CC1)C(=O)Cc1sccc1)c1cc([N+]([O-])=O)ccc1. The result is 0 (inactive). (3) The drug is Fc1c(C(=O)N\N=C(\c2cc(NC(=O)c3ccc(cc3)C)ccc2)C)cccc1. The result is 0 (inactive).